From a dataset of Catalyst prediction with 721,799 reactions and 888 catalyst types from USPTO. Predict which catalyst facilitates the given reaction. Reactant: [CH3:1][O:2][C:3](=[O:51])[NH:4][C@@H:5]([CH:48]([CH3:50])[CH3:49])[C:6]([N:8]1[CH2:12][C@@H:11]([CH3:13])[CH2:10][C@H:9]1[C:14]1[NH:15][C:16]([C:19]2[CH:24]=[C:23]3[CH2:25][O:26][C:27]4[CH:47]=[C:46]5[C:30]([CH:31]=[CH:32][C:33]6[N:37]=[C:36]([C@@H:38]7[CH2:42][C@H:41]([CH2:43][O:44][CH3:45])[CH2:40][NH:39]7)[NH:35][C:34]=65)=[CH:29][C:28]=4[C:22]3=[CH:21][CH:20]=2)=[CH:17][N:18]=1)=[O:7].[CH3:52][O:53][C:54]([NH:56][CH:57]([CH:61]([CH3:63])[CH3:62])[C:58](O)=[O:59])=[O:55].CN(C(ON1N=NC2C=CC=NC1=2)=[N+](C)C)C.F[P-](F)(F)(F)(F)F.C(N(C(C)C)CC)(C)C. Product: [CH3:1][O:2][C:3](=[O:51])[NH:4][C@@H:5]([CH:48]([CH3:50])[CH3:49])[C:6]([N:8]1[CH2:12][C@@H:11]([CH3:13])[CH2:10][C@H:9]1[C:14]1[NH:15][C:16]([C:19]2[CH:24]=[C:23]3[CH2:25][O:26][C:27]4[CH:47]=[C:46]5[C:30]([CH:31]=[CH:32][C:33]6[N:37]=[C:36]([C@@H:38]7[CH2:42][C@H:41]([CH2:43][O:44][CH3:45])[CH2:40][N:39]7[C:58](=[O:59])[C@@H:57]([NH:56][C:54]([O:53][CH3:52])=[O:55])[CH:61]([CH3:63])[CH3:62])[NH:35][C:34]=65)=[CH:29][C:28]=4[C:22]3=[CH:21][CH:20]=2)=[CH:17][N:18]=1)=[O:7]. The catalyst class is: 39.